Dataset: Forward reaction prediction with 1.9M reactions from USPTO patents (1976-2016). Task: Predict the product of the given reaction. (1) Given the reactants [C:1]([O:15][CH2:16][CH2:17][CH2:18][C:19]([O:21][C:22]([CH3:25])([CH3:24])[CH3:23])=[O:20])(=[O:14])[CH2:2]CC(OCC1C=CC=CC=1)=O.F[C:27](F)(F)[C:28]([O:30][C:31]1[C:36]([F:37])=[C:35]([F:38])[C:34]([F:39])=[C:33]([F:40])[C:32]=1[F:41])=[O:29], predict the reaction product. The product is: [C:1]([O:15][CH2:16][CH2:17][CH2:18][C:19]([O:21][C:22]([CH3:25])([CH3:24])[CH3:23])=[O:20])(=[O:14])[CH2:2][CH2:27][C:28]([O:30][C:31]1[C:36]([F:37])=[C:35]([F:38])[C:34]([F:39])=[C:33]([F:40])[C:32]=1[F:41])=[O:29]. (2) Given the reactants [CH2:1]([O:8][C:9](=[O:12])[CH:10]=O)[C:2]1[CH:7]=[CH:6][CH:5]=[CH:4][CH:3]=1.[CH3:13][C@@H:14]([NH2:21])[C:15]1[CH:20]=[CH:19][CH:18]=[CH:17][CH:16]=1.FC(F)(F)C(O)=O.[CH:29]1[CH2:34][CH2:33][CH:32]=[CH:31][CH:30]=1.C(=O)(O)[O-].[Na+], predict the reaction product. The product is: [CH2:1]([O:8][C:9]([CH:10]1[CH:31]2[CH2:32][CH2:33][CH:34]([CH:29]=[CH:30]2)[N:21]1[C@@H:14]([C:15]1[CH:20]=[CH:19][CH:18]=[CH:17][CH:16]=1)[CH3:13])=[O:12])[C:2]1[CH:7]=[CH:6][CH:5]=[CH:4][CH:3]=1. (3) The product is: [CH:17]1[C:29]2[CH:28]([CH2:30][O:31][C:32](=[O:33])[NH:7][CH2:6][C:5]3[CH:8]=[CH:9][CH:10]=[C:3]([Br:2])[CH:4]=3)[C:27]3[C:22](=[CH:23][CH:24]=[CH:25][CH:26]=3)[C:21]=2[CH:20]=[CH:19][CH:18]=1. Given the reactants Cl.[Br:2][C:3]1[CH:4]=[C:5]([CH:8]=[CH:9][CH:10]=1)[CH2:6][NH2:7].C([O-])([O-])=O.[Na+].[Na+].[CH:17]1[C:29]2[CH:28]([CH2:30][O:31][C:32](C3CC(=O)N(O)C3=O)=[O:33])[C:27]3[C:22](=[CH:23][CH:24]=[CH:25][CH:26]=3)[C:21]=2[CH:20]=[CH:19][CH:18]=1, predict the reaction product. (4) Given the reactants [CH:1]1[C:14]2[S:13][C:12]3[C:7](=[CH:8][CH:9]=[CH:10][CH:11]=3)[O+:6]([O-])[C:5]=2[CH:4]=[CH:3][CH:2]=1.C[Si]([Cl:20])(C)C.[Mg].Cl[C:23]1[CH:28]=[CH:27][CH:26]=[CH:25][CH:24]=1.Cl, predict the reaction product. The product is: [Cl-:20].[C:23]1([SH:13]2[C:12]3[CH:11]=[CH:10][CH:9]=[CH:8][C:7]=3[OH+:6][C:5]3[C:14]2=[CH:1][CH:2]=[CH:3][CH:4]=3)[CH:28]=[CH:27][CH:26]=[CH:25][CH:24]=1. (5) Given the reactants [C:1]([N:4]1[CH2:9][CH2:8][CH:7]([CH2:10][C:11]([NH:13][C:14]2[CH:19]=[CH:18][C:17](Br)=[CH:16][CH:15]=2)=[O:12])[CH2:6][CH2:5]1)(=[O:3])[CH3:2].[CH3:21][C:22]1[CH:27]=[CH:26][C:25](B(O)O)=[CH:24][CH:23]=1, predict the reaction product. The product is: [C:1]([N:4]1[CH2:9][CH2:8][CH:7]([CH2:10][C:11]([NH:13][C:14]2[CH:19]=[CH:18][C:17]([C:25]3[CH:26]=[CH:27][C:22]([CH3:21])=[CH:23][CH:24]=3)=[CH:16][CH:15]=2)=[O:12])[CH2:6][CH2:5]1)(=[O:3])[CH3:2]. (6) Given the reactants Cl[C:2]1[C:11]2[C:6](=[CH:7][C:8]([F:13])=[CH:9][C:10]=2[F:12])[N:5]=[C:4]([C:14]2[CH:19]=[C:18]([CH3:20])[CH:17]=[CH:16][N:15]=2)[C:3]=1[CH3:21].[CH3:22][C:23]1([CH3:38])[C:27]2=[N:28][CH:29]=[C:30]([N:32]3[CH2:37][CH2:36][O:35][CH2:34][CH2:33]3)[CH:31]=[C:26]2[NH:25][CH2:24]1.CC(C1C=C(C(C)C)C(C2C=CC=CC=2P(C2CCCCC2)C2CCCCC2)=C(C(C)C)C=1)C.CC(C)([O-])C.[Na+], predict the reaction product. The product is: [CH3:22][C:23]1([CH3:38])[C:27]2=[N:28][CH:29]=[C:30]([N:32]3[CH2:37][CH2:36][O:35][CH2:34][CH2:33]3)[CH:31]=[C:26]2[N:25]([C:2]2[C:11]3[C:6](=[CH:7][C:8]([F:13])=[CH:9][C:10]=3[F:12])[N:5]=[C:4]([C:14]3[CH:19]=[C:18]([CH3:20])[CH:17]=[CH:16][N:15]=3)[C:3]=2[CH3:21])[CH2:24]1. (7) Given the reactants COC1C=C(C=CC=1OC)C[NH:7][C:8]1[N:13]2[N:14]=[C:15]([C:17]3[O:18][CH:19]=[CH:20][CH:21]=3)[N:16]=[C:12]2[CH:11]=[C:10]([CH2:22][O:23][C:24]2[CH:25]=[N:26][CH:27]=[CH:28][CH:29]=2)[N:9]=1.C1(OC)C=CC=CC=1.FC(F)(F)S(O)(=O)=O.[OH-].[Na+], predict the reaction product. The product is: [NH2:7][C:8]1[N:13]2[N:14]=[C:15]([C:17]3[O:18][CH:19]=[CH:20][CH:21]=3)[N:16]=[C:12]2[CH:11]=[C:10]([CH2:22][O:23][C:24]2[CH:25]=[N:26][CH:27]=[CH:28][CH:29]=2)[N:9]=1.